This data is from Reaction yield outcomes from USPTO patents with 853,638 reactions. The task is: Predict the reaction yield, written as a fraction of the theoretical maximum amount of product (1.0 means a 100% yield; for example, 0.34 means a 34% yield). (1) The reactants are [Cl:1][C:2]1[CH:3]=[C:4]([C:8]2[N:12]=[C:11]([CH2:13][S:14][C:15]3[N:19]([CH3:20])[CH:18]=[N:17][N:16]=3)[O:10][N:9]=2)[CH:5]=[CH:6][CH:7]=1.[Br:21]Br. The yield is 0.575. The catalyst is C(Cl)(Cl)Cl. The product is [Br:21][C:18]1[N:19]([CH3:20])[C:15]([S:14][CH2:13][C:11]2[O:10][N:9]=[C:8]([C:4]3[CH:5]=[CH:6][CH:7]=[C:2]([Cl:1])[CH:3]=3)[N:12]=2)=[N:16][N:17]=1. (2) The reactants are [NH2:1][C:2]1[CH:7]=[CH:6][C:5]([S:8]([NH:11][C:12]([CH3:15])([CH3:14])[CH3:13])(=[O:10])=[O:9])=[CH:4][CH:3]=1.C1C(=O)N([Br:23])C(=O)C1. The catalyst is C(Cl)Cl. The product is [NH2:1][C:2]1[CH:7]=[CH:6][C:5]([S:8]([NH:11][C:12]([CH3:15])([CH3:14])[CH3:13])(=[O:10])=[O:9])=[CH:4][C:3]=1[Br:23]. The yield is 0.530. (3) The reactants are C[O:2][C:3](=[O:30])[CH2:4][CH2:5][NH:6][C:7](=[O:29])[C:8]1[CH:13]=[CH:12][C:11]([O:14][CH2:15][C:16]2[CH:21]=[CH:20][C:19]([C:22]3[CH:27]=[CH:26][CH:25]=[CH:24][CH:23]=3)=[CH:18][C:17]=2[CH3:28])=[CH:10][CH:9]=1.[OH-].[Na+].Cl. The catalyst is C1COCC1. The product is [CH3:28][C:17]1[CH:18]=[C:19]([C:22]2[CH:27]=[CH:26][CH:25]=[CH:24][CH:23]=2)[CH:20]=[CH:21][C:16]=1[CH2:15][O:14][C:11]1[CH:10]=[CH:9][C:8]([C:7]([NH:6][CH2:5][CH2:4][C:3]([OH:30])=[O:2])=[O:29])=[CH:13][CH:12]=1. The yield is 0.260. (4) The reactants are [C:1]([NH:4][C:5]1[N:6]=[C:7](C2N=CNN=2)[C:8]2[N:14]=[C:13]([C:15]3[CH:20]=[CH:19][C:18]([F:21])=[CH:17][CH:16]=3)[CH:12]=[CH:11][C:9]=2[N:10]=1)(=[O:3])[CH3:2].[CH:27]([NH2:30])([CH3:29])[CH3:28]. The catalyst is O1CCOCC1. The product is [C:1]([NH:4][C:5]1[N:6]=[C:7]([NH:30][CH:27]([CH3:29])[CH3:28])[C:8]2[N:14]=[C:13]([C:15]3[CH:20]=[CH:19][C:18]([F:21])=[CH:17][CH:16]=3)[CH:12]=[CH:11][C:9]=2[N:10]=1)(=[O:3])[CH3:2]. The yield is 0.730. (5) The reactants are [CH2:1]([N:8]1[CH2:13][CH:12]2[C@:10]([OH:14])([CH2:11]2)[C@@H:9]1[C:15]1[CH:20]=[CH:19][CH:18]=[CH:17][CH:16]=1)[C:2]1[CH:7]=[CH:6][CH:5]=[CH:4][CH:3]=1.C[Si]([N-][Si](C)(C)C)(C)C.[K+].Br[CH2:32][C:33]1[CH:38]=[C:37]([C:39]([F:42])([F:41])[F:40])[CH:36]=[C:35]([C:43]([F:46])([F:45])[F:44])[CH:34]=1. The catalyst is [I-].C([N+](CCCC)(CCCC)CCCC)CCC.C1COCC1. The product is [CH2:1]([N:8]1[CH2:13][CH:12]2[C@:10]([O:14][CH2:32][C:33]3[CH:34]=[C:35]([C:43]([F:45])([F:46])[F:44])[CH:36]=[C:37]([C:39]([F:40])([F:41])[F:42])[CH:38]=3)([CH2:11]2)[C@@H:9]1[C:15]1[CH:20]=[CH:19][CH:18]=[CH:17][CH:16]=1)[C:2]1[CH:3]=[CH:4][CH:5]=[CH:6][CH:7]=1. The yield is 0.740. (6) The reactants are [Br:1][C:2]1[C:10]([OH:11])=[CH:9][C:5]([C:6]([OH:8])=[O:7])=[CH:4][C:3]=1[OH:12].OS(O)(=O)=O.[CH3:18]O. No catalyst specified. The product is [CH3:18][O:7][C:6](=[O:8])[C:5]1[CH:9]=[C:10]([OH:11])[C:2]([Br:1])=[C:3]([OH:12])[CH:4]=1. The yield is 0.940. (7) The reactants are Br[C:2]1[C:3]([C:8]#[N:9])=[N:4][CH:5]=[CH:6][CH:7]=1.[Br:10][C:11]1[CH:12]=[C:13]([CH:17]=[CH:18][CH:19]=1)[C:14](Cl)=[O:15]. The catalyst is C1COCC1.[Zn]. The product is [Br:10][C:11]1[CH:12]=[C:13]([CH:17]=[CH:18][CH:19]=1)[C:14]([C:2]1[C:3]([C:8]#[N:9])=[N:4][CH:5]=[CH:6][CH:7]=1)=[O:15]. The yield is 0.630.